From a dataset of Forward reaction prediction with 1.9M reactions from USPTO patents (1976-2016). Predict the product of the given reaction. (1) Given the reactants [F:1][C:2]1[CH:25]=[CH:24][CH:23]=[CH:22][C:3]=1[CH2:4][N:5]1[C:9]2=[N:10][CH:11]=[CH:12][CH:13]=[C:8]2[C:7]([C:14]2[N:15]=[N:16][C:17]([NH2:21])=[C:18]([NH2:20])[N:19]=2)=[N:6]1.[CH3:26][S:27](Cl)(=[O:29])=[O:28].C(N(CC)CC)C, predict the reaction product. The product is: [NH2:20][C:18]1[N:19]=[C:14]([C:7]2[C:8]3[C:9](=[N:10][CH:11]=[CH:12][CH:13]=3)[N:5]([CH2:4][C:3]3[CH:22]=[CH:23][CH:24]=[CH:25][C:2]=3[F:1])[N:6]=2)[N:15]=[N:16][C:17]=1[NH:21][S:27]([CH3:26])(=[O:29])=[O:28]. (2) Given the reactants [CH3:1][O-].[Na+].[N:4]#[C:5][NH2:6].[N:7]([C:10]1[CH:15]=[CH:14][C:13]([S:16]([NH:19][CH3:20])(=[O:18])=[O:17])=[CH:12][CH:11]=1)=[C:8]=[S:9].IC, predict the reaction product. The product is: [C:5](/[N:6]=[C:8](\[S:9][CH3:1])/[NH:7][C:10]1[CH:11]=[CH:12][C:13]([S:16](=[O:18])(=[O:17])[NH:19][CH3:20])=[CH:14][CH:15]=1)#[N:4]. (3) Given the reactants [Cl:1][C:2]1[S:3][C:4]([Cl:12])=[C:5]([Cl:11])[C:6]=1[S:7](Cl)(=[O:9])=[O:8].[NH2:13][C:14]1[CH:15]=[C:16]([OH:24])[C:17](=[CH:22][CH:23]=1)[C:18]([O:20][CH3:21])=[O:19], predict the reaction product. The product is: [OH:24][C:16]1[CH:15]=[C:14]([NH:13][S:7]([C:6]2[C:5]([Cl:11])=[C:4]([Cl:12])[S:3][C:2]=2[Cl:1])(=[O:9])=[O:8])[CH:23]=[CH:22][C:17]=1[C:18]([O:20][CH3:21])=[O:19]. (4) Given the reactants O[CH2:2][C:3]1[C:11]2[CH2:10][CH2:9][N:8]([C:12]3[CH:17]=[CH:16][C:15]([N:18]4[CH:23]=[CH:22][CH:21]=[CH:20][C:19]4=[O:24])=[CH:14][CH:13]=3)[C:7](=[O:25])[C:6]=2[N:5]([C:26]2[CH:31]=[CH:30][C:29]([O:32][CH3:33])=[CH:28][CH:27]=2)[N:4]=1.C([SiH](CC)CC)C.C(O)(C(F)(F)F)=O.C(O)(=O)C, predict the reaction product. The product is: [CH3:33][O:32][C:29]1[CH:28]=[CH:27][C:26]([N:5]2[C:6]3[C:7](=[O:25])[N:8]([C:12]4[CH:17]=[CH:16][C:15]([N:18]5[CH:23]=[CH:22][CH:21]=[CH:20][C:19]5=[O:24])=[CH:14][CH:13]=4)[CH2:9][CH2:10][C:11]=3[C:3]([CH3:2])=[N:4]2)=[CH:31][CH:30]=1. (5) Given the reactants [C:1]([C:3]1[CH:4]=[C:5]2[C:13](=[CH:14][CH:15]=1)[NH:12][C:11]1[CH2:10][CH2:9][CH:8]([NH:16][C:17]([CH:19]3[CH2:21][CH2:20]3)=[O:18])[CH2:7][C:6]2=1)#[N:2].Br[CH2:23][C:24]1[CH:29]=[CH:28][CH:27]=[C:26]([F:30])[N:25]=1, predict the reaction product. The product is: [C:1]([C:3]1[CH:4]=[C:5]2[C:13](=[CH:14][CH:15]=1)[N:12]([CH2:23][C:24]1[CH:29]=[CH:28][CH:27]=[C:26]([F:30])[N:25]=1)[C:11]1[CH2:10][CH2:9][CH:8]([NH:16][C:17]([CH:19]3[CH2:21][CH2:20]3)=[O:18])[CH2:7][C:6]2=1)#[N:2]. (6) Given the reactants C[O:2][C:3]([C:5]1([CH3:26])[O:10][CH2:9][CH:8]([CH2:11][CH2:12][CH2:13][CH2:14][C:15]2[CH:20]=[CH:19][C:18]([O:21][S:22]([CH3:25])(=[O:24])=[O:23])=[CH:17][CH:16]=2)[CH2:7][O:6]1)=[O:4].[OH-].[Li+].Cl, predict the reaction product. The product is: [CH3:25][S:22]([O:21][C:18]1[CH:19]=[CH:20][C:15]([CH2:14][CH2:13][CH2:12][CH2:11][CH:8]2[CH2:9][O:10][C:5]([CH3:26])([C:3]([OH:4])=[O:2])[O:6][CH2:7]2)=[CH:16][CH:17]=1)(=[O:23])=[O:24]. (7) The product is: [CH3:15][C:13]1[CH:12]=[C:11]([OH:1])[CH:10]=[C:9]2[C:14]=1[NH:6][N:7]=[CH:8]2. Given the reactants [OH-:1].[Li+].C([N:6]1[C:14]2[C:9](=[CH:10][C:11](CC([O-])=O)=[CH:12][C:13]=2[CH3:15])[CH:8]=[N:7]1)(=O)C.[Cl-].[NH4+], predict the reaction product. (8) The product is: [Cl:1][C:2]1[CH:3]=[CH:4][C:5]([C:8]2[O:12][C:11]([CH3:13])=[C:10]([C:14]([O:16][CH2:23][CH3:24])=[O:15])[CH:9]=2)=[CH:6][CH:7]=1. Given the reactants [Cl:1][C:2]1[CH:7]=[CH:6][C:5]([C:8]2[O:12][C:11]([CH3:13])=[C:10]([C:14]([OH:16])=[O:15])[CH:9]=2)=[CH:4][CH:3]=1.C(=O)([O-])[O-].[K+].[K+].[CH2:23](I)[CH3:24].O, predict the reaction product.